From a dataset of CYP2C9 inhibition data for predicting drug metabolism from PubChem BioAssay. Regression/Classification. Given a drug SMILES string, predict its absorption, distribution, metabolism, or excretion properties. Task type varies by dataset: regression for continuous measurements (e.g., permeability, clearance, half-life) or binary classification for categorical outcomes (e.g., BBB penetration, CYP inhibition). Dataset: cyp2c9_veith. (1) The drug is Cn1cc(C(=O)OCC2CCN(CCNS(C)(=O)=O)CC2)c2ccccc21. The result is 0 (non-inhibitor). (2) The compound is O=c1c(-c2cccs2)nc2cnc(N3CCOCC3)nc2n1Cc1cccs1. The result is 0 (non-inhibitor). (3) The drug is O=C(Cc1ccccc1)NCCSCc1ccc(Cl)cc1. The result is 1 (inhibitor). (4) The drug is Cc1cc(N2CCCCC2)nc2ccc(Cc3ccc4nc(N5CCCCC5)cc(C)c4c3)cc12. The result is 0 (non-inhibitor). (5) The molecule is CC(=O)O[C@H]1CC[C@@]2(C)C(=CC[C@H]3[C@@H]2CC[C@@]2(C)[C@@H](c4cc(C(F)(F)F)n(C(C)=O)n4)CC[C@@H]32)C1. The result is 0 (non-inhibitor).